This data is from Reaction yield outcomes from USPTO patents with 853,638 reactions. The task is: Predict the reaction yield, written as a fraction of the theoretical maximum amount of product (1.0 means a 100% yield; for example, 0.34 means a 34% yield). The yield is 0.860. The product is [O:9]1[CH:13]=[CH:12][CH:11]=[C:10]1[C:4]1[N:3]=[C:2]([NH2:1])[CH:7]=[CH:6][CH:5]=1. No catalyst specified. The reactants are [NH2:1][C:2]1[CH:7]=[CH:6][CH:5]=[C:4](Cl)[N:3]=1.[O:9]1[CH:13]=[CH:12][CH:11]=[C:10]1B(O)O.